This data is from Forward reaction prediction with 1.9M reactions from USPTO patents (1976-2016). The task is: Predict the product of the given reaction. (1) The product is: [NH:1]1[C:9]2[C:4](=[CH:5][C:6]([C:10]3[N:14]=[C:13]([C:15]4[S:16][C:17]([C:26]([F:27])([F:28])[F:29])=[C:18]([C:20]5[CH:25]=[CH:24][CH:23]=[CH:22][CH:21]=5)[CH:19]=4)[O:12][N:11]=3)=[CH:7][CH:8]=2)[CH2:3][CH2:2]1. Given the reactants [NH:1]1[C:9]2[C:4](=[CH:5][C:6]([C:10]3[N:14]=[C:13]([C:15]4[S:16][C:17]([C:26]([F:29])([F:28])[F:27])=[C:18]([C:20]5[CH:25]=[CH:24][CH:23]=[CH:22][CH:21]=5)[CH:19]=4)[O:12][N:11]=3)=[CH:7][CH:8]=2)[CH:3]=[CH:2]1.C([BH3-])#N.[Na+].[OH-].[Na+], predict the reaction product. (2) Given the reactants [C:1]([NH2:5])([CH3:4])([CH3:3])[CH3:2].[CH3:6][C:7]1[CH:12]=[CH:11][C:10]([C:13]2[N:14]=[C:15]([C:26](O)=[O:27])[N:16]([CH3:25])[C:17]=2[C:18]2[CH:23]=[CH:22][C:21]([CH3:24])=[CH:20][CH:19]=2)=[CH:9][CH:8]=1, predict the reaction product. The product is: [C:1]([NH:5][C:26]([C:15]1[N:16]([CH3:25])[C:17]([C:18]2[CH:23]=[CH:22][C:21]([CH3:24])=[CH:20][CH:19]=2)=[C:13]([C:10]2[CH:9]=[CH:8][C:7]([CH3:6])=[CH:12][CH:11]=2)[N:14]=1)=[O:27])([CH3:4])([CH3:3])[CH3:2]. (3) The product is: [Cl:16][C:14]1[CH:15]=[C:10]2[N:9]=[C:8]([C:5]3[CH:6]=[CH:7][C:2]([C:31]4[CH:32]=[CH:33][C:34]([CH3:36])=[CH:35][C:30]=4[CH3:29])=[CH:3][CH:4]=3)[N:17]([CH2:18][C@@H:19]3[CH2:23][CH2:22][N:21]([C:24]([CH:26]4[CH2:28][CH2:27]4)=[O:25])[CH2:20]3)[C:11]2=[N:12][CH:13]=1. Given the reactants Br[C:2]1[CH:7]=[CH:6][C:5]([C:8]2[N:17]([CH2:18][C@@H:19]3[CH2:23][CH2:22][N:21]([C:24]([CH:26]4[CH2:28][CH2:27]4)=[O:25])[CH2:20]3)[C:11]3=[N:12][CH:13]=[C:14]([Cl:16])[CH:15]=[C:10]3[N:9]=2)=[CH:4][CH:3]=1.[CH3:29][C:30]1[CH:35]=[C:34]([CH3:36])[CH:33]=[CH:32][C:31]=1B(O)O, predict the reaction product. (4) Given the reactants [C:1]1([C:7]2[O:11][N:10]=[C:9]([C:12]3[C:24]4[CH2:23][CH2:22][C:21]5[N:20]=[C:19]([CH:25]([OH:28])CO)[CH:18]=[CH:17][C:16]=5[C:15]=4[O:14][N:13]=3)[C:8]=2[C:29]([F:32])([F:31])[F:30])[CH:6]=[CH:5][CH:4]=[CH:3][CH:2]=1.I([O-])(=O)(=O)=O.[Na+].O, predict the reaction product. The product is: [C:1]1([C:7]2[O:11][N:10]=[C:9]([C:12]3[C:24]4[CH2:23][CH2:22][C:21]5[N:20]=[C:19]([CH:25]=[O:28])[CH:18]=[CH:17][C:16]=5[C:15]=4[O:14][N:13]=3)[C:8]=2[C:29]([F:31])([F:32])[F:30])[CH:2]=[CH:3][CH:4]=[CH:5][CH:6]=1. (5) Given the reactants [Cl:1][C:2]1[CH:3]=[C:4]([C@@H:12]([CH2:22][CH:23]2[CH2:27][CH2:26][CH2:25][CH2:24]2)[C:13]([NH:15][C:16]2[CH:20]=[CH:19][N:18]([CH3:21])[N:17]=2)=[O:14])[CH:5]=[CH:6][C:7]=1[S:8]([CH3:11])(=[O:10])=[O:9].C(Cl)(=O)C(Cl)=O.N1C(C)=CC=CC=1C.C(N1C=CC(N)=N1)[CH2:43][CH:44]([CH3:46])[CH3:45], predict the reaction product. The product is: [Cl:1][C:2]1[CH:3]=[C:4]([C@@H:12]([CH2:22][CH:23]2[CH2:24][CH2:25][CH2:26][CH2:27]2)[C:13]([NH:15][C:16]2[CH:20]=[CH:19][N:18]([CH2:21][CH2:43][CH:44]([CH3:46])[CH3:45])[N:17]=2)=[O:14])[CH:5]=[CH:6][C:7]=1[S:8]([CH3:11])(=[O:10])=[O:9]. (6) Given the reactants Br[C:2]1[C:3]([O:14][CH3:15])=[C:4]([C:8]2[CH:13]=[CH:12][CH:11]=[CH:10][CH:9]=2)[CH:5]=[CH:6][CH:7]=1.C([Li])CCC.[CH2:21]([O:28][C:29]1[C:34]([CH:35]=[O:36])=[CH:33][CH:32]=[CH:31][C:30]=1[C:37]1[CH:42]=[CH:41][CH:40]=[CH:39][CH:38]=1)[C:22]1[CH:27]=[CH:26][CH:25]=[CH:24][CH:23]=1.[Cl-].[NH4+], predict the reaction product. The product is: [CH2:21]([O:28][C:29]1[C:34]([CH:35]([C:2]2[C:3]([O:14][CH3:15])=[C:4]([C:8]3[CH:9]=[CH:10][CH:11]=[CH:12][CH:13]=3)[CH:5]=[CH:6][CH:7]=2)[OH:36])=[CH:33][CH:32]=[CH:31][C:30]=1[C:37]1[CH:42]=[CH:41][CH:40]=[CH:39][CH:38]=1)[C:22]1[CH:23]=[CH:24][CH:25]=[CH:26][CH:27]=1.